Predict the reactants needed to synthesize the given product. From a dataset of Full USPTO retrosynthesis dataset with 1.9M reactions from patents (1976-2016). Given the product [F:8][C:7]1[C:2]([F:1])=[C:3]([O:12][CH3:13])[CH:4]=[CH:5][C:6]=1[NH2:9], predict the reactants needed to synthesize it. The reactants are: [F:1][C:2]1[C:7]([F:8])=[C:6]([N+:9]([O-])=O)[CH:5]=[CH:4][C:3]=1[O:12][CH3:13].Cl[Sn]Cl.Cl.C(OCC)(=O)C.